Dataset: Forward reaction prediction with 1.9M reactions from USPTO patents (1976-2016). Task: Predict the product of the given reaction. Given the reactants C[NH:2]CC/C=C1\C2C([CH2:13][O:14][C:15]3[C:20]\1=[CH:19][CH:18]=CC=3)=CC=CC=2.P([O-])([O-])([O-])=[O:22].[Na+].[Na+].[Na+], predict the reaction product. The product is: [CH2:20]1[CH2:15][O:14][CH2:18][CH2:19]1.[CH3:13][OH:14].[NH4+:2].[OH-:22].